The task is: Predict the product of the given reaction.. This data is from Forward reaction prediction with 1.9M reactions from USPTO patents (1976-2016). (1) Given the reactants [OH:1][CH2:2][CH2:3][CH:4]1[NH:8][C:7](=[O:9])[N:6]([CH2:10][C:11]2[CH:16]=[CH:15][C:14]([CH3:17])=[CH:13][CH:12]=2)[C:5]1=[O:18].N1C=CN=C1.[Si:24](Cl)([C:37]([CH3:40])([CH3:39])[CH3:38])([C:31]1[CH:36]=[CH:35][CH:34]=[CH:33][CH:32]=1)[C:25]1[CH:30]=[CH:29][CH:28]=[CH:27][CH:26]=1.Cl, predict the reaction product. The product is: [C:37]([Si:24]([C:31]1[CH:36]=[CH:35][CH:34]=[CH:33][CH:32]=1)([C:25]1[CH:26]=[CH:27][CH:28]=[CH:29][CH:30]=1)[O:1][CH2:2][CH2:3][CH:4]1[NH:8][C:7](=[O:9])[N:6]([CH2:10][C:11]2[CH:16]=[CH:15][C:14]([CH3:17])=[CH:13][CH:12]=2)[C:5]1=[O:18])([CH3:40])([CH3:38])[CH3:39]. (2) Given the reactants [Br:1][C:2]1[CH:27]=[CH:26][C:5]([CH2:6][N:7]([C:19]([O:21][C:22]([CH3:25])([CH3:24])[CH3:23])=[O:20])[CH2:8][C:9]([O:11]CC2C=CC=CC=2)=[O:10])=[CH:4][CH:3]=1.[Li+].[OH-], predict the reaction product. The product is: [Br:1][C:2]1[CH:3]=[CH:4][C:5]([CH2:6][N:7]([C:19]([O:21][C:22]([CH3:23])([CH3:24])[CH3:25])=[O:20])[CH2:8][C:9]([OH:11])=[O:10])=[CH:26][CH:27]=1. (3) Given the reactants [CH3:1][N:2]1[C:7]2=[CH:8][N:9]([CH2:14][CH2:15][S:16][C:17]([C:30]3[CH:35]=[CH:34][CH:33]=[CH:32][CH:31]=3)([C:24]3[CH:29]=[CH:28][CH:27]=[CH:26][CH:25]=3)[C:18]3[CH:23]=[CH:22][CH:21]=[CH:20][CH:19]=3)[C:10](B(O)O)=[C:6]2[C:5](=[O:36])[N:4]([CH3:37])[C:3]1=[O:38].Br[C:40]1[S:41][CH:42]=[C:43]([C:45]([O:47][CH2:48][CH3:49])=[O:46])[N:44]=1.C(=O)([O-])O.[Na+], predict the reaction product. The product is: [CH3:1][N:2]1[C:7]2=[CH:8][N:9]([CH2:14][CH2:15][S:16][C:17]([C:30]3[CH:35]=[CH:34][CH:33]=[CH:32][CH:31]=3)([C:24]3[CH:29]=[CH:28][CH:27]=[CH:26][CH:25]=3)[C:18]3[CH:23]=[CH:22][CH:21]=[CH:20][CH:19]=3)[C:10]([C:40]3[S:41][CH:42]=[C:43]([C:45]([O:47][CH2:48][CH3:49])=[O:46])[N:44]=3)=[C:6]2[C:5](=[O:36])[N:4]([CH3:37])[C:3]1=[O:38]. (4) Given the reactants [CH2:1]([C:4]1[N:9]=[CH:8][C:7]([C:10]#[N:11])=[CH:6][CH:5]=1)[CH:2]=C.C[OH:13], predict the reaction product. The product is: [O:13]=[CH:2][CH2:1][C:4]1[N:9]=[CH:8][C:7]([C:10]#[N:11])=[CH:6][CH:5]=1. (5) Given the reactants [CH2:1]([N:3](S(C1C=CC([N+]([O-])=O)=CC=1)(=O)=O)[CH2:4][C@@H:5]([NH:12][C:13]1[C:22]2[C:17](=[C:18]([C:23]([NH2:25])=[O:24])[CH:19]=[CH:20][CH:21]=2)[N:16]=[CH:15][N:14]=1)[C:6]1[CH:11]=[CH:10][CH:9]=[CH:8][CH:7]=1)[CH3:2].C(#N)C.C(=O)([O-])[O-].[Cs+].[Cs+].C1(S)C=CC=CC=1, predict the reaction product. The product is: [CH2:1]([NH:3][CH2:4][C@@H:5]([NH:12][C:13]1[C:22]2[C:17](=[C:18]([C:23]([NH2:25])=[O:24])[CH:19]=[CH:20][CH:21]=2)[N:16]=[CH:15][N:14]=1)[C:6]1[CH:7]=[CH:8][CH:9]=[CH:10][CH:11]=1)[CH3:2].